From a dataset of Forward reaction prediction with 1.9M reactions from USPTO patents (1976-2016). Predict the product of the given reaction. Given the reactants [Br:1][C:2]1[CH:3]=[CH:4][C:5]([O:9][CH3:10])=[C:6]([OH:8])[CH:7]=1.[F:11][CH2:12][CH:13](O)[CH2:14][F:15], predict the reaction product. The product is: [Br:1][C:2]1[CH:3]=[CH:4][C:5]([O:9][CH3:10])=[C:6]([O:8][CH:13]([CH2:14][F:15])[CH2:12][F:11])[CH:7]=1.